From a dataset of Full USPTO retrosynthesis dataset with 1.9M reactions from patents (1976-2016). Predict the reactants needed to synthesize the given product. (1) Given the product [Cl:18][C:19]1[CH:24]=[CH:17][C:16]([N:13]2[C:14]([CH2:15][N:5]3[CH2:6][CH2:7][C:3]([F:8])([F:2])[CH2:4]3)=[N:33][N:32]=[N:31]2)=[CH:21][CH:20]=1, predict the reactants needed to synthesize it. The reactants are: Cl.[F:2][C:3]1([F:8])[CH2:7][CH2:6][NH:5][CH2:4]1.C=O.C([N:13]([CH2:16][CH3:17])[CH2:14][CH3:15])C.[Cl:18][C:19]1[CH:24]=CC([N+]#[C-])=[CH:21][CH:20]=1.C[Si]([N:31]=[N+:32]=[N-:33])(C)C. (2) The reactants are: [OH:1][C:2]1[CH:9]=[C:8]([C:10]2[S:14][CH:13]=[N:12][C:11]=2[CH3:15])[CH:7]=[CH:6][C:3]=1[C:4]#[N:5].[H-].[H-].[H-].[H-].[Li+].[Al+3]. Given the product [NH2:5][CH2:4][C:3]1[CH:6]=[CH:7][C:8]([C:10]2[S:14][CH:13]=[N:12][C:11]=2[CH3:15])=[CH:9][C:2]=1[OH:1], predict the reactants needed to synthesize it. (3) Given the product [F:71][C:69]1[CH:68]=[C:65]([CH:64]=[C:63]([N:11]2[CH2:12][CH2:13][C:14]3[N:15]=[C:7]([C:2]4[CH:3]=[CH:4][CH:5]=[CH:6][N:1]=4)[S:8][C:9]=3[CH2:10]2)[CH:70]=1)[C:66]#[N:67], predict the reactants needed to synthesize it. The reactants are: [N:1]1[CH:6]=[CH:5][CH:4]=[CH:3][C:2]=1[C:7]1[S:8][C:9]2[CH2:10][NH:11][CH2:12][CH2:13][C:14]=2[N:15]=1.C1C=CC(P(C2C(C3C(P(C4C=CC=CC=4)C4C=CC=CC=4)=CC=C4C=3C=CC=C4)=C3C(C=CC=C3)=CC=2)C2C=CC=CC=2)=CC=1.Br[C:63]1[CH:64]=[C:65]([CH:68]=[C:69]([F:71])[CH:70]=1)[C:66]#[N:67].CC(C)([O-])C.[Na+].